This data is from Catalyst prediction with 721,799 reactions and 888 catalyst types from USPTO. The task is: Predict which catalyst facilitates the given reaction. (1) Reactant: [NH2:1][C:2]1[N:7]=[C:6]([C:8]2[O:9][CH:10]=[CH:11][CH:12]=2)[C:5]([C:13]#[N:14])=[C:4](OS(C(F)(F)F)(=O)=O)[CH:3]=1.[C:23]1([NH:29][CH2:30][CH2:31][NH2:32])[CH:28]=[CH:27][CH:26]=[CH:25][CH:24]=1. Product: [NH2:1][C:2]1[CH:3]=[C:4]([NH:32][CH2:31][CH2:30][NH:29][C:23]2[CH:28]=[CH:27][CH:26]=[CH:25][CH:24]=2)[C:5]([C:13]#[N:14])=[C:6]([C:8]2[O:9][CH:10]=[CH:11][CH:12]=2)[N:7]=1. The catalyst class is: 57. (2) Reactant: Cl[CH2:2][C:3]1[C:4]([C:19]([NH:21][C@H:22]2[CH2:27][CH2:26][CH2:25][C@@H:24]([OH:28])[CH2:23]2)=[O:20])=[N:5][O:6][C:7]=1[C:8]1[CH:13]=[CH:12][C:11]([C:14]([F:17])([F:16])[F:15])=[C:10]([F:18])[CH:9]=1.CCN(C(C)C)C(C)C.[F:38][C:39]([F:44])([F:43])[C@@H:40]([NH2:42])[CH3:41]. Product: [F:18][C:10]1[CH:9]=[C:8]([C:7]2[O:6][N:5]=[C:4]([C:19]([NH:21][C@H:22]3[CH2:27][CH2:26][CH2:25][C@@H:24]([OH:28])[CH2:23]3)=[O:20])[C:3]=2[CH2:2][NH:42][C@@H:40]([CH3:41])[C:39]([F:44])([F:43])[F:38])[CH:13]=[CH:12][C:11]=1[C:14]([F:17])([F:16])[F:15]. The catalyst class is: 10. (3) The catalyst class is: 7. Product: [CH3:1][S:2]([O:5][CH2:6][CH:7]1[CH2:12][CH2:11][N:10]([C:13](=[S:25])[CH3:14])[CH2:9][CH2:8]1)(=[O:4])=[O:3]. Reactant: [CH3:1][S:2]([O:5][CH2:6][CH:7]1[CH2:12][CH2:11][N:10]([C:13](=O)[CH3:14])[CH2:9][CH2:8]1)(=[O:4])=[O:3].COC1C=CC(P2(SP(C3C=CC(OC)=CC=3)(=S)S2)=[S:25])=CC=1. (4) Reactant: [CH:1]1([O:5][C:6]2[N:7]([C:16]3[CH:21]=[CH:20][C:19]([O:22][CH2:23][C:24]([F:27])([F:26])[F:25])=[CH:18][CH:17]=3)[C:8](=[O:15])[C:9]3[CH:14]=[CH:13][NH:12][C:10]=3[N:11]=2)[CH2:4][CH2:3][CH2:2]1.C(O)(=[O:30])C.C(O)(=O)C.I(C1C=CC=CC=1)=O. Product: [CH:1]1([O:5][C:6]2[N:7]([C:16]3[CH:17]=[CH:18][C:19]([O:22][CH2:23][C:24]([F:25])([F:26])[F:27])=[CH:20][CH:21]=3)[C:8](=[O:15])[C:9]3[CH2:14][C:13](=[O:30])[NH:12][C:10]=3[N:11]=2)[CH2:2][CH2:3][CH2:4]1. The catalyst class is: 15. (5) Reactant: [CH:1]1([Mg]Cl)[CH2:6][CH2:5][CH2:4][CH2:3][CH2:2]1.[N:9]12[CH2:16][CH2:15][CH:12]([CH2:13][CH2:14]1)[C@@H:11]([O:17][C:18](=[O:27])[C:19](=[O:26])[C:20]1[CH:25]=[CH:24][CH:23]=[CH:22][CH:21]=1)[CH2:10]2.[Cl-].[NH4+]. Product: [N:9]12[CH2:14][CH2:13][CH:12]([CH2:15][CH2:16]1)[C@@H:11]([O:17][C:18](=[O:27])[C:19]([CH:20]1[CH2:21][CH2:22][CH2:23][CH2:24][CH2:25]1)([OH:26])[C:1]1[CH:6]=[CH:5][CH:4]=[CH:3][CH:2]=1)[CH2:10]2. The catalyst class is: 332. (6) Reactant: [CH3:1][C:2]1[CH:7]=[CH:6][C:5]([C:8]2[CH:13]=[C:12]([N:14]3[CH2:19][CH2:18][CH2:17][CH2:16][C:15]3=[O:20])[CH:11]=[C:10]([C:21](O)=[O:22])[CH:9]=2)=[CH:4][CH:3]=1.Cl.CN(C)CCCN=C=NCC.O.ON1C2C=CC=CC=2N=N1.Cl.[CH3:48][C:49]1[N:54]=[CH:53][C:52]([C@H:55]([NH2:57])[CH3:56])=[CH:51][CH:50]=1.C(N(CC)C(C)C)(C)C. Product: [CH3:1][C:2]1[CH:7]=[CH:6][C:5]([C:8]2[CH:13]=[C:12]([N:14]3[CH2:19][CH2:18][CH2:17][CH2:16][C:15]3=[O:20])[CH:11]=[C:10]([C:21]([NH:57][C@@H:55]([C:52]3[CH:53]=[N:54][C:49]([CH3:48])=[CH:50][CH:51]=3)[CH3:56])=[O:22])[CH:9]=2)=[CH:4][CH:3]=1. The catalyst class is: 2. (7) Reactant: [CH3:1][O:2][C:3]1[CH:11]=[C:10]2[C:6]([C:7](=[N:13][N:14]=[CH:15][C:16]3[NH:20][C:19]([CH3:21])=[C:18]([C:22]([NH:24][CH2:25][CH2:26][CH2:27][CH2:28][CH2:29][C:30](O)=[O:31])=[O:23])[C:17]=3[CH3:33])[C:8](=[O:12])[NH:9]2)=[CH:5][CH:4]=1.Cl.C(N=C=NCCCN(C)C)C.O[C:47]1[C:55]2[N:54]=N[NH:52][C:51]=2[CH:50]=[CH:49][CH:48]=1.C(N(CC)CC)C.C1(N)C=CC=CC=1N. Product: [CH3:1][O:2][C:3]1[CH:11]=[C:10]2[C:6]([C:7](=[N:13][N:14]=[CH:15][C:16]3[NH:20][C:19]([CH3:21])=[C:18]([C:22]([NH:24][CH2:25][CH2:26][CH2:27][CH2:28][CH2:29][C:30]([NH:52][C:51]4[CH:50]=[CH:49][CH:48]=[CH:47][C:55]=4[NH2:54])=[O:31])=[O:23])[C:17]=3[CH3:33])[C:8](=[O:12])[NH:9]2)=[CH:5][CH:4]=1. The catalyst class is: 650.